From a dataset of Full USPTO retrosynthesis dataset with 1.9M reactions from patents (1976-2016). Predict the reactants needed to synthesize the given product. (1) Given the product [OH:8][C:9]1[CH:10]=[C:11]([O:18][C@@H:19]([C@H:21]2[CH2:25][N:24]([C@@H:26]([C:28]3[CH:29]=[CH:30][C:31]([OH:34])=[CH:32][CH:33]=3)[CH3:27])[C:23](=[O:36])[CH2:22]2)[CH3:20])[C:12]2[S:16][CH:15]=[N:14][C:13]=2[CH:17]=1, predict the reactants needed to synthesize it. The reactants are: C([O:8][C:9]1[CH:10]=[C:11]([O:18][C@@H:19]([C@H:21]2[CH2:25][N:24]([C@@H:26]([C:28]3[CH:33]=[CH:32][C:31]([O:34]C)=[CH:30][CH:29]=3)[CH3:27])[C:23](=[O:36])[CH2:22]2)[CH3:20])[C:12]2[S:16][CH:15]=[N:14][C:13]=2[CH:17]=1)C1C=CC=CC=1.B(Br)(Br)Br.CO.CCN(CC)CC.N(CC)CC. (2) Given the product [Cl:8][C:6]1[CH:5]=[CH:4][N:3]=[C:2]([C:14]2[CH:15]=[CH:16][C:11]([CH:9]=[O:10])=[CH:12][CH:13]=2)[N:7]=1, predict the reactants needed to synthesize it. The reactants are: Cl[C:2]1[N:7]=[C:6]([Cl:8])[CH:5]=[CH:4][N:3]=1.[CH:9]([C:11]1[CH:16]=[CH:15][C:14](B(O)O)=[CH:13][CH:12]=1)=[O:10]. (3) The reactants are: Br.Br[CH2:3][C:4]1[CH:9]=[CH:8][CH:7]=[CH:6][N:5]=1.BrCC1CCCCO1.[O:18]=[C:19]1[C:27]2([C:31]3[CH:32]=[CH:33][C:34]([C:36]#[N:37])=[CH:35][C:30]=3[O:29][CH2:28]2)[C:26]2[C:21](=[CH:22][CH:23]=[CH:24][CH:25]=2)[NH:20]1. Given the product [O:18]=[C:19]1[C:27]2([C:31]3[CH:32]=[CH:33][C:34]([C:36]#[N:37])=[CH:35][C:30]=3[O:29][CH2:28]2)[C:26]2[C:21](=[CH:22][CH:23]=[CH:24][CH:25]=2)[N:20]1[CH2:3][C:4]1[CH:9]=[CH:8][CH:7]=[CH:6][N:5]=1, predict the reactants needed to synthesize it. (4) Given the product [CH:6]1[C:15]2[CH2:14][CH2:13][CH2:12][C:11](=[N:22][OH:23])[C:10]=2[CH:9]=[CH:8][N:7]=1, predict the reactants needed to synthesize it. The reactants are: O1CCCC1.[CH:6]1[C:15]2[CH2:14][CH2:13][CH2:12][CH2:11][C:10]=2[CH:9]=[CH:8][N:7]=1.CC(C)([O-])C.[K+].[N:22](OC(C)(C)C)=[O:23]. (5) Given the product [OH:13][C:14]1[C:15](=[O:17])[N:41]([CH2:40][CH2:39][C:34]2[C:33]3[C:37](=[CH:38][C:30]([CH3:29])=[CH:31][CH:32]=3)[NH:36][CH:35]=2)[CH:1]([C:3]2[CH:12]=[CH:11][C:6]([C:7]([O:9][CH3:10])=[O:8])=[CH:5][CH:4]=2)[C:20]=1[C:21](=[O:28])[C:22]1[CH:27]=[CH:26][CH:25]=[N:24][CH:23]=1, predict the reactants needed to synthesize it. The reactants are: [CH:1]([C:3]1[CH:12]=[CH:11][C:6]([C:7]([O:9][CH3:10])=[O:8])=[CH:5][CH:4]=1)=O.[OH:13]/[C:14](=[CH:20]\[C:21](=[O:28])[C:22]1[CH:23]=[N:24][CH:25]=[CH:26][CH:27]=1)/[C:15]([O:17]CC)=O.[CH3:29][C:30]1[CH:38]=[C:37]2[C:33]([C:34]([CH2:39][CH2:40][NH2:41])=[CH:35][NH:36]2)=[CH:32][CH:31]=1. (6) Given the product [CH3:1][O:2][C:3]1[CH:4]=[CH:5][C:6]([C:9]2[CH:14]=[C:13]([C:15]([F:17])([F:18])[F:16])[N:12]3[N:19]=[CH:20][C:21]([C:22]([N:42]4[CH2:43][CH2:44][N:39]([CH2:37][C:31]5[CH:32]=[CH:33][CH:34]=[CH:35][CH:36]=5)[CH2:40][CH2:41]4)=[O:23])=[C:11]3[N:10]=2)=[CH:7][CH:8]=1, predict the reactants needed to synthesize it. The reactants are: [CH3:1][O:2][C:3]1[CH:8]=[CH:7][C:6]([C:9]2[CH:14]=[C:13]([C:15]([F:18])([F:17])[F:16])[N:12]3[N:19]=[CH:20][C:21]([C:22](O)=[O:23])=[C:11]3[N:10]=2)=[CH:5][CH:4]=1.C(Cl)(=O)C(Cl)=O.[C:31]1([CH:37]([N:39]2[CH2:44][CH2:43][NH:42][CH2:41][CH2:40]2)C)[CH:36]=[CH:35][CH:34]=[CH:33][CH:32]=1.